This data is from Catalyst prediction with 721,799 reactions and 888 catalyst types from USPTO. The task is: Predict which catalyst facilitates the given reaction. (1) Reactant: [NH2:1][C:2]1[CH:7]=[C:6]([C:8]([O:10]C)=O)[N:5]=[C:4]([C:12]2[CH2:13][CH2:14][N:15]([C:18]([O:20][C:21]([CH3:24])([CH3:23])[CH3:22])=[O:19])[CH2:16][CH:17]=2)[CH:3]=1.[NH3:25].CO. Product: [NH2:1][C:2]1[CH:7]=[C:6]([C:8](=[O:10])[NH2:25])[N:5]=[C:4]([C:12]2[CH2:13][CH2:14][N:15]([C:18]([O:20][C:21]([CH3:22])([CH3:23])[CH3:24])=[O:19])[CH2:16][CH:17]=2)[CH:3]=1. The catalyst class is: 5. (2) The catalyst class is: 11. Reactant: [CH3:1][O:2][C:3]1[CH:23]=[CH:22][CH:21]=[CH:20][C:4]=1[CH2:5][CH2:6][NH:7][C:8](=O)[C:9]1[CH:14]=[CH:13][C:12]([C:15]([F:18])([F:17])[F:16])=[CH:11][CH:10]=1.O=P12OP3(OP(OP(O3)(O1)=O)(=O)O2)=O.[OH-].[K+]. Product: [CH3:1][O:2][C:3]1[CH:23]=[CH:22][CH:21]=[C:20]2[C:4]=1[CH2:5][CH2:6][N:7]=[C:8]2[C:9]1[CH:14]=[CH:13][C:12]([C:15]([F:18])([F:17])[F:16])=[CH:11][CH:10]=1.